From a dataset of Forward reaction prediction with 1.9M reactions from USPTO patents (1976-2016). Predict the product of the given reaction. (1) Given the reactants [F:1][C:2]1[CH:7]=[CH:6][C:5]([C:8]2[CH:16]=[CH:15][C:11]([C:12]([OH:14])=O)=[C:10]([CH3:17])[N:9]=2)=[CH:4][CH:3]=1.[NH2:18][C:19]1[CH:20]=[C:21]2[C:25](=[CH:26][CH:27]=1)[N:24]([CH3:28])[N:23]=[CH:22]2, predict the reaction product. The product is: [F:1][C:2]1[CH:3]=[CH:4][C:5]([C:8]2[CH:16]=[CH:15][C:11]([C:12]([NH:18][C:19]3[CH:20]=[C:21]4[C:25](=[CH:26][CH:27]=3)[N:24]([CH3:28])[N:23]=[CH:22]4)=[O:14])=[C:10]([CH3:17])[N:9]=2)=[CH:6][CH:7]=1. (2) Given the reactants Cl[C:2]1(C#N)[CH2:7][CH:6]2[CH2:8][CH2:9][CH:3]1[CH:4]=[CH:5]2.[OH-].[K+].CC[O:16]C(C)=O, predict the reaction product. The product is: [CH:3]12[CH2:9][CH2:8][CH:6]([CH:5]=[CH:4]1)[CH2:7][C:2]2=[O:16]. (3) Given the reactants [NH2:1][C@@H:2]1[CH2:7][CH2:6][C@H:5]([N:8]([CH3:30])[C:9]2[C:10]([CH3:29])=[C:11]([CH:25]=[C:26]([Br:28])[CH:27]=2)[C:12]([NH:14][CH2:15][C:16]2[C:17](=[O:24])[NH:18][C:19]([CH3:23])=[CH:20][C:21]=2[CH3:22])=[O:13])[CH2:4][CH2:3]1.CCN=C=NCCCN(C)C.Cl.C1C=CC2N(O)N=NC=2C=1.C(N(CC)CC)C.[C:60](O)(=[O:62])[CH3:61], predict the reaction product. The product is: [C:60]([NH:1][C@@H:2]1[CH2:3][CH2:4][C@H:5]([N:8]([CH3:30])[C:9]2[C:10]([CH3:29])=[C:11]([CH:25]=[C:26]([Br:28])[CH:27]=2)[C:12]([NH:14][CH2:15][C:16]2[C:17](=[O:24])[NH:18][C:19]([CH3:23])=[CH:20][C:21]=2[CH3:22])=[O:13])[CH2:6][CH2:7]1)(=[O:62])[CH3:61]. (4) The product is: [OH:19][CH:16]1[CH2:17][CH2:18][N:13]([C:2]([O:4][CH2:5][C:6]2[CH:11]=[CH:10][CH:9]=[CH:8][CH:7]=2)=[O:3])[CH2:14][CH2:15]1. Given the reactants Cl[C:2]([O:4][CH2:5][C:6]1[CH:11]=[CH:10][CH:9]=[CH:8][CH:7]=1)=[O:3].Cl.[NH:13]1[CH2:18][CH2:17][CH:16]([OH:19])[CH2:15][CH2:14]1.[OH-].[Na+].Cl, predict the reaction product. (5) Given the reactants [Cl:1][C:2]1[CH:3]=[C:4]([C:8]#[C:9][C:10]2[N:11]=[C:12]([CH3:15])[NH:13][CH:14]=2)[CH:5]=[CH:6][CH:7]=1.F[C:17]1[CH:22]=[CH:21][CH:20]=[C:19]([C:23]([F:26])([F:25])[F:24])[N:18]=1, predict the reaction product. The product is: [Cl:1][C:2]1[CH:3]=[C:4]([C:8]#[C:9][C:10]2[N:11]=[C:12]([CH3:15])[N:13]([C:17]3[CH:22]=[CH:21][CH:20]=[C:19]([C:23]([F:26])([F:25])[F:24])[N:18]=3)[CH:14]=2)[CH:5]=[CH:6][CH:7]=1. (6) Given the reactants [OH:1][NH:2][C:3]([N:5]1[CH2:10][CH2:9][CH:8]([C@H:11]2[O:29][C:14]3=[CH:15][N:16]=[C:17]([C:19]4[CH2:20][CH2:21][N:22]([S:25]([CH3:28])(=[O:27])=[O:26])[CH2:23][CH:24]=4)[CH:18]=[C:13]3[CH2:12]2)[CH2:7][CH2:6]1)=[NH:4].[C:30](O[C:30](=O)[CH2:31][CH2:32][CH3:33])(=O)[CH2:31][CH2:32][CH3:33], predict the reaction product. The product is: [CH3:28][S:25]([N:22]1[CH2:21][CH:20]=[C:19]([C:17]2[CH:18]=[C:13]3[CH2:12][C@@H:11]([CH:8]4[CH2:9][CH2:10][N:5]([C:3]5[N:4]=[C:30]([CH2:31][CH2:32][CH3:33])[O:1][N:2]=5)[CH2:6][CH2:7]4)[O:29][C:14]3=[CH:15][N:16]=2)[CH2:24][CH2:23]1)(=[O:27])=[O:26]. (7) Given the reactants [O:1]=[C:2]1[C:7]2[C:8]([C:11]([OH:13])=O)=[CH:9][O:10][C:6]=2[CH2:5][CH2:4][NH:3]1.C(N(CC)CC)C.ClC(OCC)=O.[NH2:27][C:28]1[CH:29]=[CH:30][C:31]([N:37]2[CH2:42][CH2:41][N:40]([C:43](=[O:45])[CH3:44])[CH2:39][CH2:38]2)=[N:32][C:33]=1[O:34][CH2:35][CH3:36], predict the reaction product. The product is: [C:43]([N:40]1[CH2:41][CH2:42][N:37]([C:31]2[N:32]=[C:33]([O:34][CH2:35][CH3:36])[C:28]([NH:27][C:11]([C:8]3[C:7]4[C:2](=[O:1])[NH:3][CH2:4][CH2:5][C:6]=4[O:10][CH:9]=3)=[O:13])=[CH:29][CH:30]=2)[CH2:38][CH2:39]1)(=[O:45])[CH3:44].